This data is from CYP2C19 inhibition data for predicting drug metabolism from PubChem BioAssay. The task is: Regression/Classification. Given a drug SMILES string, predict its absorption, distribution, metabolism, or excretion properties. Task type varies by dataset: regression for continuous measurements (e.g., permeability, clearance, half-life) or binary classification for categorical outcomes (e.g., BBB penetration, CYP inhibition). Dataset: cyp2c19_veith. (1) The drug is Cc1ccc2occ(/C=C/C(=O)c3ccccc3O)c(=O)c2c1. The result is 0 (non-inhibitor). (2) The molecule is COc1cc(CN2CCCCC2)cc2cc(C(=O)O)c(=O)oc12. The result is 0 (non-inhibitor). (3) The drug is CCCCCCCCCCCCCC(=O)O[C@H]1[C@@H](C)[C@@]2(O)[C@@H](C=C(CO)C[C@]3(O)C(=O)C(C)=C[C@@H]23)[C@H]2C(C)(C)[C@@]12OC(C)=O. The result is 0 (non-inhibitor). (4) The drug is CC(=O)N1CCN(c2nc(C)nc3sc4c(c23)CCC(C)C4)CC1. The result is 1 (inhibitor).